This data is from Reaction yield outcomes from USPTO patents with 853,638 reactions. The task is: Predict the reaction yield, written as a fraction of the theoretical maximum amount of product (1.0 means a 100% yield; for example, 0.34 means a 34% yield). (1) The yield is 0.780. The product is [CH3:9][O:8][C:5]1[CH:6]=[CH:7][C:2]2[NH:1][C:15](=[O:17])[O:13][C:10]([CH3:11])([CH3:12])[C:3]=2[CH:4]=1. The catalyst is O1CCOCC1. The reactants are [NH2:1][C:2]1[CH:7]=[CH:6][C:5]([O:8][CH3:9])=[CH:4][C:3]=1[C:10]([OH:13])([CH3:12])[CH3:11].Cl[C:15](Cl)([O:17]C(=O)OC(Cl)(Cl)Cl)Cl. (2) The reactants are [CH3:1][C:2]1[C:3]([N:20]([CH3:24])[CH:21]([CH3:23])[CH3:22])=[N:4][C:5]2[O:11][CH2:10][CH2:9][N:8](C(OC(C)(C)C)=O)[CH2:7][C:6]=2[N:19]=1.C(OCC)(=O)C.[ClH:31].[OH-].[Na+]. No catalyst specified. The product is [ClH:31].[CH3:24][N:20]([CH:21]([CH3:23])[CH3:22])[C:3]1[C:2]([CH3:1])=[N:19][C:6]2[CH2:7][NH:8][CH2:9][CH2:10][O:11][C:5]=2[N:4]=1. The yield is 0.760. (3) No catalyst specified. The reactants are [CH2:1]([O:3][C:4](=[O:16])[C:5]([C:7]1[C:15]2[C:10](=[CH:11][CH:12]=[CH:13][CH:14]=2)[NH:9][CH:8]=1)=[O:6])[CH3:2].[C:17]([O-:20])([O-])=[O:18].[Cs+].[Cs+]. The product is [CH2:1]([O:3][C:4](=[O:16])[C:5]([C:7]1[C:15]2[C:10](=[CH:11][CH:12]=[CH:13][CH:14]=2)[N:9]([CH2:12][CH2:11][CH2:10][NH:9][C:17]([O:20][C:7]([CH3:15])([CH3:8])[CH3:5])=[O:18])[CH:8]=1)=[O:6])[CH3:2]. The yield is 0.740. (4) The reactants are [CH2:1]([S:4][C:5]1[N:9]([CH2:10][C:11]2[CH:16]=[CH:15][C:14]([C:17]3[CH:22]=[CH:21][CH:20]=[CH:19][C:18]=3[C:23]3[NH:27][N:26]=[N:25][N:24]=3)=[CH:13][CH:12]=2)[C:8]2[C:28]([C:32]([O:34]CC)=[O:33])=[CH:29][CH:30]=[CH:31][C:7]=2[N:6]=1)[CH2:2][CH3:3].[OH-].[Na+]. The catalyst is CO. The product is [CH2:1]([S:4][C:5]1[N:9]([CH2:10][C:11]2[CH:12]=[CH:13][C:14]([C:17]3[CH:22]=[CH:21][CH:20]=[CH:19][C:18]=3[C:23]3[NH:27][N:26]=[N:25][N:24]=3)=[CH:15][CH:16]=2)[C:8]2[C:28]([C:32]([OH:34])=[O:33])=[CH:29][CH:30]=[CH:31][C:7]=2[N:6]=1)[CH2:2][CH3:3]. The yield is 0.910. (5) The reactants are [C:1]([C:5]1[CH:12]=[C:9]([CH:10]=O)[C:8]([OH:13])=[C:7]([CH2:14][CH3:15])[CH:6]=1)([CH3:4])([CH3:3])[CH3:2].[NH2:16][C:17]1[CH:22]=[CH:21][CH:20]=[CH:19][C:18]=1[NH2:23]. The catalyst is C(O)C. The product is [C:1]([C:5]1[CH:12]=[C:9]([CH:10]=[N:16][C:17]2[CH:22]=[CH:21][CH:20]=[CH:19][C:18]=2[N:23]=[CH:10][C:9]2[C:8](=[C:7]([CH2:14][CH3:15])[CH:6]=[C:5]([C:1]([CH3:3])([CH3:2])[CH3:4])[CH:12]=2)[OH:13])[C:8]([OH:13])=[C:7]([CH2:14][CH3:15])[CH:6]=1)([CH3:4])([CH3:3])[CH3:2]. The yield is 0.280. (6) The reactants are [NH:1]1[CH:9]=[C:7]([CH3:8])[C:5](=[O:6])[NH:4][C:2]1=[O:3].C(O[C@@H:14]1[C:18]([F:20])([CH3:19])[C@@:17]([O:22][C:23](=[O:25])[CH3:24])([CH3:21])[CH:16]([CH2:26][O:27][C:28](=[O:35])[C:29]2[CH:34]=[CH:33][CH:32]=[CH:31][CH:30]=2)[O:15]1)(=O)C.Cl[Sn](Cl)(Cl)Cl.C(=O)(O)[O-].[Na+]. The catalyst is C(#N)C. The product is [C:28]([O:27][CH2:26][C@@H:16]1[C:17]([O:22][C:23](=[O:25])[CH3:24])([CH3:21])[C@:18]([F:20])([CH3:19])[CH:14]([N:1]2[CH:9]=[C:7]([CH3:8])[C:5](=[O:6])[NH:4][C:2]2=[O:3])[O:15]1)(=[O:35])[C:29]1[CH:30]=[CH:31][CH:32]=[CH:33][CH:34]=1. The yield is 0.340. (7) The reactants are O=[C:2]1[CH2:7][CH2:6][N:5]([C:8]2[CH:13]=[CH:12][C:11]([N:14]3[CH2:18][C@H:17]([CH2:19][NH:20][C:21](=[O:23])[CH3:22])[O:16][C:15]3=[O:24])=[CH:10][C:9]=2[F:25])[CH2:4][CH2:3]1.[C-:26]#[N:27].[Na+].[F:29][C:30]1[C:36]([F:37])=[C:35]([F:38])[CH:34]=[CH:33][C:31]=1[NH2:32]. No catalyst specified. The product is [F:29][C:30]1[C:36]([F:37])=[C:35]([F:38])[CH:34]=[CH:33][C:31]=1[NH:32][C:2]1([C:26]#[N:27])[CH2:7][CH2:6][N:5]([C:8]2[CH:13]=[CH:12][C:11]([N:14]3[CH2:18][C@H:17]([CH2:19][NH:20][C:21](=[O:23])[CH3:22])[O:16][C:15]3=[O:24])=[CH:10][C:9]=2[F:25])[CH2:4][CH2:3]1. The yield is 0.680.